From a dataset of Retrosynthesis with 50K atom-mapped reactions and 10 reaction types from USPTO. Predict the reactants needed to synthesize the given product. (1) Given the product COC(=O)C(C)(C)CNC1CCCC1, predict the reactants needed to synthesize it. The reactants are: COC(=O)C(C)(C)CN.O=C1CCCC1. (2) Given the product CC[C@H](C[C@@](O)(C=Nc1cccc2c(=O)[nH]ncc12)C(F)(F)F)c1ccc(F)c(F)c1OC, predict the reactants needed to synthesize it. The reactants are: CC[C@H](C[C@@](O)(C=O)C(F)(F)F)c1ccc(F)c(F)c1OC.Nc1cccc2c(=O)[nH]ncc12. (3) Given the product O=C(O)c1cccc(NC(=O)C(Cn2ccnc2)NS(=O)(=O)c2ccc(Cl)cc2)c1, predict the reactants needed to synthesize it. The reactants are: CCOC(=O)c1cccc(NC(=O)C(Cn2ccnc2)NS(=O)(=O)c2ccc(Cl)cc2)c1. (4) The reactants are: CCOC(=O)[C@H]1CC[C@@H](c2ccc(F)cc2)N1C(=O)OC(C)(C)C. Given the product CC(C)(C)OC(=O)N1[C@H](c2ccc(F)cc2)CC[C@@H]1CO, predict the reactants needed to synthesize it. (5) Given the product CCOC(=O)c1cn([C@@H](C(C)C)C(C)(C)O[SiH2]C(C)(C)C)c2c(Cl)nc(Cc3cccc(Cl)c3F)cc2c1=O, predict the reactants needed to synthesize it. The reactants are: CCOC(=O)C(=CN[C@@H](C(C)C)C(C)(C)O[SiH2]C(C)(C)C)C(=O)c1cc(Cc2cccc(Cl)c2F)nc(Cl)c1Cl. (6) Given the product O=[N+]([O-])c1ccc(N(Cc2ccc(F)cc2)c2cncnc2)cc1, predict the reactants needed to synthesize it. The reactants are: Fc1ccc(CBr)cc1.O=[N+]([O-])c1ccc(Nc2cncnc2)cc1. (7) Given the product CC(C)(C)OC(=O)Nc1ccc(OCc2ccncc2)c2ccccc12, predict the reactants needed to synthesize it. The reactants are: CC(C)(C)OC(=O)Nc1ccc(O)c2ccccc12.ClCc1ccncc1. (8) Given the product COC(=O)c1ccc([C@H](C)NC(=O)c2cc(Cl)cnc2Oc2cccc(-c3ccncc3)c2)cc1, predict the reactants needed to synthesize it. The reactants are: COC(=O)c1ccc([C@H](C)NC(=O)c2cc(Cl)cnc2Cl)cc1.Oc1cccc(-c2ccncc2)c1. (9) Given the product Cc1nc(C)c(-c2ccnc(Nc3cccc(COCCN4CCOCC4)c3)n2)s1, predict the reactants needed to synthesize it. The reactants are: Cc1nc(C)c(-c2ccnc(Nc3cccc(CO)c3)n2)s1.ClCCN1CCOCC1.